This data is from Forward reaction prediction with 1.9M reactions from USPTO patents (1976-2016). The task is: Predict the product of the given reaction. (1) Given the reactants CC1(C)C(C)(C)OB([C:9]2[CH:10]=[N:11][NH:12][CH:13]=2)O1.C(=O)([O-])[O-].[Cs+].[Cs+].[NH2:21][CH2:22][C:23]1[CH:24]=[C:25]([C:29]2[CH:34]=[C:33]([C:35]([NH:37][CH2:38][C@H:39]3[CH2:44][CH2:43][C@H:42]([CH2:45][NH:46][C:47](=[O:53])[O:48][C:49]([CH3:52])([CH3:51])[CH3:50])[CH2:41][CH2:40]3)=[O:36])[CH:32]=[C:31](Cl)[N:30]=2)[CH:26]=[CH:27][CH:28]=1, predict the reaction product. The product is: [NH2:21][CH2:22][C:23]1[CH:24]=[C:25]([C:29]2[CH:34]=[C:33]([C:35]([NH:37][CH2:38][C@H:39]3[CH2:44][CH2:43][C@H:42]([CH2:45][NH:46][C:47](=[O:53])[O:48][C:49]([CH3:51])([CH3:50])[CH3:52])[CH2:41][CH2:40]3)=[O:36])[CH:32]=[C:31]([C:9]3[CH:13]=[N:12][NH:11][CH:10]=3)[N:30]=2)[CH:26]=[CH:27][CH:28]=1. (2) Given the reactants [F:1][CH:2]1[CH2:18][CH2:17][C@H:16]([NH:19]C(=O)OC(C)(C)C)[C:15]2[CH:27]=[C:11]([CH:12]=[CH:13][N:14]=2)[C:10]2[N:9]([CH3:28])[N:8]=[CH:7][C:6]=2[NH:5][C:4](=[O:29])[C@@H:3]1[CH3:30].[C:31]([OH:37])([C:33]([F:36])([F:35])[F:34])=[O:32], predict the reaction product. The product is: [F:34][C:33]([F:36])([F:35])[C:31]([OH:37])=[O:32].[NH2:19][C@@H:16]1[C:15]2[CH:27]=[C:11]([CH:12]=[CH:13][N:14]=2)[C:10]2[N:9]([CH3:28])[N:8]=[CH:7][C:6]=2[NH:5][C:4](=[O:29])[C@H:3]([CH3:30])[CH:2]([F:1])[CH2:18][CH2:17]1. (3) Given the reactants C1(P(C2C=CC=CC=2)C2C=CC=CC=2)C=CC=CC=1.II.[CH3:22][O:23][C:24](=[O:49])[CH:25]([C:27]1[C:28]([CH3:48])=[C:29]([S:37][C:38]2[CH:43]=[CH:42][C:41]([S:44]([CH3:47])(=[O:46])=[O:45])=[CH:40][CH:39]=2)[N:30]2[C:35]=1[CH:34]=[C:33]([Cl:36])[CH:32]=[CH:31]2)O, predict the reaction product. The product is: [CH3:22][O:23][C:24](=[O:49])[CH2:25][C:27]1[C:28]([CH3:48])=[C:29]([S:37][C:38]2[CH:43]=[CH:42][C:41]([S:44]([CH3:47])(=[O:46])=[O:45])=[CH:40][CH:39]=2)[N:30]2[C:35]=1[CH:34]=[C:33]([Cl:36])[CH:32]=[CH:31]2. (4) The product is: [CH2:8]([NH:7][CH:6]([CH2:5][CH:1]1[CH2:4][CH2:3][CH2:2]1)[C:22]([O:26][CH2:27][CH3:28])([O:23][CH2:24][CH3:25])[C:21]([O:29][CH2:30][CH3:31])=[O:20])[C:9]1[CH:10]=[CH:11][CH:12]=[CH:13][CH:14]=1. Given the reactants [CH:1]1([CH2:5][CH:6]=[N:7][CH2:8][C:9]2[CH:14]=[CH:13][CH:12]=[CH:11][CH:10]=2)[CH2:4][CH2:3][CH2:2]1.[Mg+2].[Br-].[Br-].C[Si](C)(C)[O:20][C:21]([O:29][CH2:30][CH3:31])=[C:22]([O:26][CH2:27][CH3:28])[O:23][CH2:24][CH3:25].C1CCCCC1.C(OCC)(=O)C, predict the reaction product. (5) Given the reactants C(N(C(C)C)C(C)C)C.[C:10]1([C:16](=[N:23][CH2:24][C:25]2([C:31]([NH:33][C:34]3[CH:39]=[CH:38][C:37]([CH3:40])=[CH:36][N:35]=3)=[O:32])[CH2:30][CH2:29][NH:28][CH2:27][CH2:26]2)[C:17]2[CH:22]=[CH:21][CH:20]=[CH:19][CH:18]=2)[CH:15]=[CH:14][CH:13]=[CH:12][CH:11]=1.Cl[C:42]1[C:43]2[CH:50]=[CH:49][NH:48][C:44]=2[N:45]=[CH:46][N:47]=1, predict the reaction product. The product is: [C:17]1([C:16](=[N:23][CH2:24][C:25]2([C:31]([NH:33][C:34]3[CH:39]=[CH:38][C:37]([CH3:40])=[CH:36][N:35]=3)=[O:32])[CH2:30][CH2:29][N:28]([C:42]3[C:43]4[CH:50]=[CH:49][NH:48][C:44]=4[N:45]=[CH:46][N:47]=3)[CH2:27][CH2:26]2)[C:10]2[CH:15]=[CH:14][CH:13]=[CH:12][CH:11]=2)[CH:18]=[CH:19][CH:20]=[CH:21][CH:22]=1. (6) Given the reactants [N:1]1[CH:6]=[CH:5][CH:4]=[C:3]([CH:7]=O)[CH:2]=1.C(N(CC)CC)C.[NH2:16][CH:17]1[CH2:22][CH2:21][CH:20]([C:23]([O:25][CH3:26])=[O:24])[CH2:19][CH2:18]1, predict the reaction product. The product is: [N:1]1[CH:6]=[CH:5][CH:4]=[C:3]([CH2:7][NH:16][CH:17]2[CH2:18][CH2:19][CH:20]([C:23]([O:25][CH3:26])=[O:24])[CH2:21][CH2:22]2)[CH:2]=1. (7) Given the reactants [CH3:1][O:2][CH2:3][C@H:4]([CH3:54])[CH2:5][O:6][CH2:7][C:8]1[CH:13]=[CH:12][C:11]([C@@H:14]2[C@@H:19]([O:20][CH2:21][C:22]3[CH:23]=[CH:24][C:25]4[O:30][CH2:29][CH2:28][N:27]([CH2:31][CH2:32][CH2:33][O:34][CH3:35])[C:26]=4[CH:36]=3)[CH2:18][N:17]([S:37]([C:40]3[CH:45]=[CH:44][C:43]([CH3:46])=[CH:42][CH:41]=3)(=[O:39])=[O:38])[C@H:16]([CH2:47][C:48]([CH3:53])([CH3:52])[C:49]([OH:51])=O)[CH2:15]2)=[CH:10][CH:9]=1.[CH3:55][NH2:56], predict the reaction product. The product is: [CH3:1][O:2][CH2:3][C@H:4]([CH3:54])[CH2:5][O:6][CH2:7][C:8]1[CH:13]=[CH:12][C:11]([C@@H:14]2[C@@H:19]([O:20][CH2:21][C:22]3[CH:23]=[CH:24][C:25]4[O:30][CH2:29][CH2:28][N:27]([CH2:31][CH2:32][CH2:33][O:34][CH3:35])[C:26]=4[CH:36]=3)[CH2:18][N:17]([S:37]([C:40]3[CH:45]=[CH:44][C:43]([CH3:46])=[CH:42][CH:41]=3)(=[O:38])=[O:39])[C@H:16]([CH2:47][C:48]([CH3:53])([CH3:52])[C:49]([NH:56][CH3:55])=[O:51])[CH2:15]2)=[CH:10][CH:9]=1.